This data is from Full USPTO retrosynthesis dataset with 1.9M reactions from patents (1976-2016). The task is: Predict the reactants needed to synthesize the given product. (1) Given the product [Br:8][C:9]1[C:16]([CH3:17])=[CH:15][C:12]([CH:13]2[CH2:18][O:14]2)=[CH:11][N:10]=1, predict the reactants needed to synthesize it. The reactants are: [H-].[Na+].[I-].C[S+](C)C.[Br:8][C:9]1[C:16]([CH3:17])=[CH:15][C:12]([CH:13]=[O:14])=[CH:11][N:10]=1.[CH3:18]COC(C)=O.CCOCC. (2) Given the product [F:14][C:11]1[CH:12]=[CH:13][C:8]([C:3]2[N:4]=[CH:5][N:6]([CH3:7])[C:2]=2[C:21]2[CH:20]=[C:19]3[C:24](=[CH:23][CH:22]=2)[NH:16][N:17]=[CH:18]3)=[CH:9][C:10]=1[CH3:15], predict the reactants needed to synthesize it. The reactants are: Br[C:2]1[N:6]([CH3:7])[CH:5]=[N:4][C:3]=1[C:8]1[CH:13]=[CH:12][C:11]([F:14])=[C:10]([CH3:15])[CH:9]=1.[NH:16]1[C:24]2[C:19](=[CH:20][C:21](B3OC(C)(C)C(C)(C)O3)=[CH:22][CH:23]=2)[CH:18]=[N:17]1.C([O-])([O-])=O.[Na+].[Na+]. (3) Given the product [C:37]([C:34]1([NH:33][C:16](=[O:18])[C@@H:15]([NH:19][C@@H:20]([C:25]2[CH:30]=[CH:29][C:28]([F:31])=[CH:27][CH:26]=2)[C:21]([F:24])([F:23])[F:22])[CH2:14][S:13]([CH2:5][C:4]2[CH:7]=[CH:8][CH:9]=[CH:10][C:3]=2[C:2]([F:12])([F:11])[F:1])(=[O:55])=[O:72])[CH2:36][CH2:35]1)#[N:38], predict the reactants needed to synthesize it. The reactants are: [F:1][C:2]([F:12])([F:11])[C:3]1[CH:10]=[CH:9][CH:8]=[CH:7][C:4]=1[CH2:5]Br.[SH:13][CH2:14][C@H:15]([NH:19][C@@H:20]([C:25]1[CH:30]=[CH:29][C:28]([F:31])=[CH:27][CH:26]=1)[C:21]([F:24])([F:23])[F:22])[C:16]([OH:18])=O.Cl.[NH2:33][C:34]1([C:37]#[N:38])[CH2:36][CH2:35]1.CCN(C(C)C)C(C)C.CN(C([O:55]N1N=NC2C=CC=NC1=2)=[N+](C)C)C.F[P-](F)(F)(F)(F)F.[OH-:72].[Na+]. (4) Given the product [CH2:17]([N:24]1[CH2:25][CH2:26][N:27]([C:30]2[CH:31]=[CH:32][C:33]([NH:36][C:14]([C:9]3[CH2:10][CH2:11][CH2:12][CH2:13][C:8]=3[C:5]3[CH:4]=[CH:3][C:2]([CH3:1])=[CH:7][CH:6]=3)=[O:16])=[CH:34][CH:35]=2)[CH2:28][CH2:29]1)[C:18]1[CH:19]=[CH:20][CH:21]=[CH:22][CH:23]=1, predict the reactants needed to synthesize it. The reactants are: [CH3:1][C:2]1[CH:7]=[CH:6][C:5]([C:8]2[CH2:13][CH2:12][CH2:11][CH2:10][C:9]=2[C:14]([OH:16])=O)=[CH:4][CH:3]=1.[CH2:17]([N:24]1[CH2:29][CH2:28][N:27]([C:30]2[CH:35]=[CH:34][C:33]([NH2:36])=[CH:32][CH:31]=2)[CH2:26][CH2:25]1)[C:18]1[CH:23]=[CH:22][CH:21]=[CH:20][CH:19]=1.O.ON1C2C=CC=CC=2N=N1.CN(C)CCCN=C=NCC. (5) The reactants are: [OH2:1].Br[CH2:3][C:4]1[C:12]2[C:7](=[N:8][C:9]([Cl:13])=[CH:10][CH:11]=2)[S:6][N:5]=1. Given the product [Cl:13][C:9]1[N:8]=[C:7]2[S:6][N:5]=[C:4]([CH2:3][OH:1])[C:12]2=[CH:11][CH:10]=1, predict the reactants needed to synthesize it. (6) Given the product [C:14]1([CH2:13][CH2:12][CH2:11][CH2:10][CH2:9][C:8]2[N:22]=[C:23]([NH2:24])[NH:1][C:4]=2[CH2:5][CH2:6][CH3:7])[CH:19]=[CH:18][CH:17]=[CH:16][CH:15]=1, predict the reactants needed to synthesize it. The reactants are: [N+:1]([CH:4]([C:8](=O)[CH2:9][CH2:10][CH2:11][CH2:12][CH2:13][C:14]1[CH:19]=[CH:18][CH:17]=[CH:16][CH:15]=1)[CH2:5][CH2:6][CH3:7])([O-])=O.Cl.[N:22]#[C:23][NH2:24]. (7) Given the product [OH:43][C:36]1[C:35]([CH2:34][NH:33][C:11](=[O:13])[C:10]2[CH:9]=[CH:8][C:7]([CH:5]([CH2:4][CH2:3][OH:2])[CH3:6])=[CH:15][CH:14]=2)=[C:40]([CH3:41])[CH:39]=[C:38]([CH3:42])[N:37]=1, predict the reactants needed to synthesize it. The reactants are: C[O:2][CH2:3][CH2:4][CH:5]([C:7]1[CH:15]=[CH:14][C:10]([C:11]([OH:13])=O)=[CH:9][CH:8]=1)[CH3:6].ON1C2C=CC=CC=2N=N1.C(N(CC)CC)C.[NH2:33][CH2:34][C:35]1[C:36]([OH:43])=[N:37][C:38]([CH3:42])=[CH:39][C:40]=1[CH3:41]. (8) Given the product [CH2:2]1[C:1]2([CH2:6][CH2:12][C:10](=[O:11])[CH:8]=[CH:9]2)[CH2:5][CH2:4][CH2:3]1, predict the reactants needed to synthesize it. The reactants are: [CH:1]1([CH:6]=O)[CH2:5][CH2:4][CH2:3][CH2:2]1.[CH:8]([C:10]([CH3:12])=[O:11])=[CH2:9].